From a dataset of Retrosynthesis with 50K atom-mapped reactions and 10 reaction types from USPTO. Predict the reactants needed to synthesize the given product. (1) Given the product CN1CC(=O)Nc2cc(-c3ccccc3)c(-c3ccc(C4(N)CCC4)cc3)nc21, predict the reactants needed to synthesize it. The reactants are: CN1CC(=O)Nc2cc(-c3ccccc3)c(-c3ccc(C4(NC(=O)OC(C)(C)C)CCC4)cc3)nc21. (2) Given the product CN1CCN(C(=O)c2cccc([N+](=O)[O-])c2O)CC1, predict the reactants needed to synthesize it. The reactants are: CN1CCNCC1.O=C(O)c1cccc([N+](=O)[O-])c1O. (3) Given the product CCOC(=O)c1ccc(Cn2c(NC3CCN(C(=O)OCC)CC3)nc3ccccc32)o1, predict the reactants needed to synthesize it. The reactants are: CCOC(=O)N1CCC(Nc2nc3ccccc3[nH]2)CC1.CCOC(=O)c1ccc(CCl)o1. (4) Given the product COC(=O)c1ccc(-c2ccc(C(C/C(=N\O)c3ccncc3)c3ccccc3)cc2)cc1, predict the reactants needed to synthesize it. The reactants are: COC(=O)c1ccc(B(O)O)cc1.O/N=C(\CC(c1ccccc1)c1ccc(Br)cc1)c1ccncc1. (5) Given the product O=C(O)CN1CCC2(CC1)CCN(c1ccc(C3CC3)cc1)C2=O, predict the reactants needed to synthesize it. The reactants are: O=C(O)CBr.O=C1N(c2ccc(C3CC3)cc2)CCC12CCNCC2.